The task is: Predict the product of the given reaction.. This data is from Forward reaction prediction with 1.9M reactions from USPTO patents (1976-2016). (1) Given the reactants [CH3:1][N:2]([CH3:23])[C:3](=[O:22])[NH:4][C:5]1[CH:10]=[C:9]([CH2:11][NH:12][C:13]2[CH:21]=[CH:20][CH:19]=[CH:18][C:14]=2[C:15]([OH:17])=O)[CH:8]=[CH:7][N:6]=1.[CH3:24][O:25][C:26]([C:28]1[N:29]([CH3:38])[N:30]=[C:31]2[C:36]=1[CH:35]=[CH:34][C:33]([NH2:37])=[CH:32]2)=[O:27].CN1CCOCC1.CN(C(ON1N=NC2C=CC=NC1=2)=[N+](C)C)C.F[P-](F)(F)(F)(F)F, predict the reaction product. The product is: [CH3:24][O:25][C:26]([C:28]1[N:29]([CH3:38])[N:30]=[C:31]2[C:36]=1[CH:35]=[CH:34][C:33]([NH:37][C:15](=[O:17])[C:14]1[CH:18]=[CH:19][CH:20]=[CH:21][C:13]=1[NH:12][CH2:11][C:9]1[CH:8]=[CH:7][N:6]=[C:5]([NH:4][C:3]([N:2]([CH3:1])[CH3:23])=[O:22])[CH:10]=1)=[CH:32]2)=[O:27]. (2) The product is: [Cl:1][C:2]1[CH:3]=[C:4]([F:11])[C:5]([C:8]([N:47]2[CH2:46][CH2:45][N:44]([CH2:50][CH:51]([N:55]3[CH:59]=[C:58]([C:60]4[C:61]5[CH:68]=[CH:67][NH:66][C:62]=5[N:63]=[CH:64][N:65]=4)[CH:57]=[N:56]3)[CH2:52][C:53]#[N:54])[CH2:49][CH2:48]2)=[O:10])=[N:6][CH:7]=1. Given the reactants [Cl:1][C:2]1[CH:3]=[C:4]([F:11])[C:5]([C:8]([OH:10])=O)=[N:6][CH:7]=1.C(N(CC)CC)C.F[P-](F)(F)(F)(F)F.C[N+](C)=C(N(C)C)ON1C2N=CC=CC=2N=N1.Cl.[N:44]1([CH2:50][CH:51]([N:55]2[CH:59]=[C:58]([C:60]3[C:61]4[CH:68]=[CH:67][N:66](COCC[Si](C)(C)C)[C:62]=4[N:63]=[CH:64][N:65]=3)[CH:57]=[N:56]2)[CH2:52][C:53]#[N:54])[CH2:49][CH2:48][NH:47][CH2:46][CH2:45]1, predict the reaction product. (3) Given the reactants [Si]([O:18][C:19]1[CH:55]=[CH:54][C:22]([O:23][CH2:24][C@@H:25]([OH:53])[CH2:26][NH:27][CH2:28][CH2:29][C:30]2[CH:35]=[CH:34][C:33]([NH:36][CH:37]3[CH2:42][CH2:41][N:40]([S:43]([C:46]4[CH:51]=[CH:50][C:49]([CH3:52])=[CH:48][CH:47]=4)(=[O:45])=[O:44])[CH2:39][CH2:38]3)=[CH:32][CH:31]=2)=[CH:21][CH:20]=1)(C(C)(C)C)(C1C=CC=CC=1)C1C=CC=CC=1, predict the reaction product. The product is: [OH:53][C@@H:25]([CH2:26][NH:27][CH2:28][CH2:29][C:30]1[CH:35]=[CH:34][C:33]([NH:36][CH:37]2[CH2:42][CH2:41][N:40]([S:43]([C:46]3[CH:47]=[CH:48][C:49]([CH3:52])=[CH:50][CH:51]=3)(=[O:45])=[O:44])[CH2:39][CH2:38]2)=[CH:32][CH:31]=1)[CH2:24][O:23][C:22]1[CH:54]=[CH:55][C:19]([OH:18])=[CH:20][CH:21]=1. (4) Given the reactants [CH3:1][N:2]([CH2:10][C:11]1[CH:16]=[CH:15][C:14]([C:17]2[S:18][CH:19]=[C:20]([C:22](=[O:35])[C:23]3[CH:28]=[C:27]([O:29][CH3:30])[C:26]([O:31][CH3:32])=[C:25]([O:33][CH3:34])[CH:24]=3)[N:21]=2)=[CH:13][CH:12]=1)C(=O)OC(C)(C)C.[ClH:36], predict the reaction product. The product is: [ClH:36].[CH3:1][NH:2][CH2:10][C:11]1[CH:12]=[CH:13][C:14]([C:17]2[S:18][CH:19]=[C:20]([C:22]([C:23]3[CH:24]=[C:25]([O:33][CH3:34])[C:26]([O:31][CH3:32])=[C:27]([O:29][CH3:30])[CH:28]=3)=[O:35])[N:21]=2)=[CH:15][CH:16]=1. (5) The product is: [N:1]1[CH:6]=[CH:5][CH:4]=[C:3]([C:7]2[C:15]3[O:14][CH:13]([CH2:16][NH:17][C:28](=[O:29])[O:30][CH2:31][C:32]4[CH:37]=[CH:36][CH:35]=[CH:34][CH:33]=4)[CH2:12][C:11]=3[CH:10]=[CH:9][CH:8]=2)[CH:2]=1. Given the reactants [N:1]1[CH:6]=[CH:5][CH:4]=[C:3]([C:7]2[C:15]3[O:14][CH:13]([CH2:16][NH2:17])[CH2:12][C:11]=3[CH:10]=[CH:9][CH:8]=2)[CH:2]=1.C(N(C(C)C)CC)(C)C.Cl[C:28]([O:30][CH2:31][C:32]1[CH:37]=[CH:36][CH:35]=[CH:34][CH:33]=1)=[O:29].C(OC(=O)NCC1CC2C=CC=C(C3CCCC3)C=2O1)C1C=CC=CC=1, predict the reaction product. (6) Given the reactants [C:1]([C:5]1[N:10]=[CH:9][C:8]([C:11]2[N:12]([C:32]([N:34]3[CH2:39][CH2:38][CH:37]([CH2:40][C:41](O)=[O:42])[CH2:36][CH2:35]3)=[O:33])[C@@:13]([C:25]3[CH:30]=[CH:29][C:28]([Cl:31])=[CH:27][CH:26]=3)([CH3:24])[C@@:14]([C:17]3[CH:22]=[CH:21][C:20]([Cl:23])=[CH:19][CH:18]=3)([CH3:16])[N:15]=2)=[C:7]([O:44][CH2:45][CH3:46])[CH:6]=1)([CH3:4])([CH3:3])[CH3:2].[CH2:47]1[C:56]2[C:51](=[CH:52][CH:53]=[CH:54][CH:55]=2)[CH2:50][CH2:49][NH:48]1, predict the reaction product. The product is: [C:1]([C:5]1[N:10]=[CH:9][C:8]([C:11]2[N:12]([C:32]([N:34]3[CH2:39][CH2:38][CH:37]([CH2:40][C:41]([N:48]4[CH2:49][CH2:50][C:51]5[C:56](=[CH:55][CH:54]=[CH:53][CH:52]=5)[CH2:47]4)=[O:42])[CH2:36][CH2:35]3)=[O:33])[C@@:13]([C:25]3[CH:30]=[CH:29][C:28]([Cl:31])=[CH:27][CH:26]=3)([CH3:24])[C@@:14]([C:17]3[CH:22]=[CH:21][C:20]([Cl:23])=[CH:19][CH:18]=3)([CH3:16])[N:15]=2)=[C:7]([O:44][CH2:45][CH3:46])[CH:6]=1)([CH3:2])([CH3:4])[CH3:3]. (7) Given the reactants [O:1]([C:8]1[CH:13]=[CH:12][C:11]([CH2:14][C:15]([OH:17])=O)=[CH:10][CH:9]=1)[C:2]1[CH:7]=[CH:6][CH:5]=[CH:4][CH:3]=1.[CH2:18](Cl)CCl.C1C=CC2N(O)N=NC=2C=1.CCN(CC)CC.[NH2:39][C:40]1[CH:41]=[C:42]2[C:46](=[CH:47][CH:48]=1)[NH:45][NH:44][C:43]2([N:56]([CH3:61])[S:57]([CH3:60])(=[O:59])=[O:58])[C:49]([O:51][C:52]([CH3:55])([CH3:54])[CH3:53])=[O:50], predict the reaction product. The product is: [CH3:61][N:56]([S:57]([CH3:60])(=[O:58])=[O:59])[C:43]1([C:49]([O:51][C:52]([CH3:53])([CH3:54])[CH3:55])=[O:50])[C:42]2[C:46](=[CH:47][CH:48]=[C:40]([NH:39][C:15](=[O:17])[CH2:14][C:11]3[CH:10]=[CH:9][C:8]([O:1][CH2:2][C:7]4[CH:6]=[CH:5][CH:4]=[CH:3][CH:18]=4)=[CH:13][CH:12]=3)[CH:41]=2)[NH:45][NH:44]1.